From a dataset of Reaction yield outcomes from USPTO patents with 853,638 reactions. Predict the reaction yield, written as a fraction of the theoretical maximum amount of product (1.0 means a 100% yield; for example, 0.34 means a 34% yield). The product is [Cl:1][C:2]1[CH:3]=[C:4]([NH:17][C:18]2[N:19]=[CH:20][N:21]=[C:22]3[S:39][C:25]4[C:26]5[C:30]([CH2:31][CH2:32][C:24]=4[C:23]=23)=[N:29][N:28]([CH:33]2[CH2:38][CH2:37][N:36]([CH:41]([CH3:43])[CH3:40])[CH2:35][CH2:34]2)[CH:27]=5)[CH:5]=[CH:6][C:7]=1[O:8][CH2:9][C:10]1[CH:15]=[CH:14][CH:13]=[C:12]([F:16])[CH:11]=1. The reactants are [Cl:1][C:2]1[CH:3]=[C:4]([NH:17][C:18]2[N:19]=[CH:20][N:21]=[C:22]3[S:39][C:25]4[C:26]5[C:30]([CH2:31][CH2:32][C:24]=4[C:23]=23)=[N:29][N:28]([CH:33]2[CH2:38][CH2:37][NH:36][CH2:35][CH2:34]2)[CH:27]=5)[CH:5]=[CH:6][C:7]=1[O:8][CH2:9][C:10]1[CH:15]=[CH:14][CH:13]=[C:12]([F:16])[CH:11]=1.[CH3:40][C:41]([CH3:43])=O.C(O[BH-](OC(=O)C)OC(=O)C)(=O)C.[Na+].C(O)(=O)C. The catalyst is C1COCC1. The yield is 0.360.